From a dataset of Reaction yield outcomes from USPTO patents with 853,638 reactions. Predict the reaction yield, written as a fraction of the theoretical maximum amount of product (1.0 means a 100% yield; for example, 0.34 means a 34% yield). (1) The product is [CH:30]([C:27]1[CH:26]=[CH:25][C:24]([CH:2]2[C:6]3[C:7]([CH3:21])=[C:8]([CH3:20])[C:9]([CH3:19])=[C:10]([NH:11][C:12](=[O:18])[CH2:13][C:14]([CH3:15])([CH3:16])[CH3:17])[C:5]=3[O:4][C:3]2([CH3:23])[CH3:22])=[CH:29][CH:28]=1)([CH3:32])[CH3:31]. The reactants are O[C:2]1([C:24]2[CH:29]=[CH:28][C:27]([CH:30]([CH3:32])[CH3:31])=[CH:26][CH:25]=2)[C:6]2[C:7]([CH3:21])=[C:8]([CH3:20])[C:9]([CH3:19])=[C:10]([NH:11][C:12](=[O:18])[CH2:13][C:14]([CH3:17])([CH3:16])[CH3:15])[C:5]=2[O:4][C:3]1([CH3:23])[CH3:22]. The yield is 0.530. The catalyst is C(OCC)(=O)C.CCCCCC. (2) The reactants are [NH2:1][C:2]1[C:6]([C:7]([NH2:9])=[O:8])=[CH:5][N:4]([CH3:10])[N:3]=1.[C:11]([C:16]#N)(=[O:15])[O:12][CH2:13][CH3:14].Cl.CO. The catalyst is CC(O)=O. The product is [OH:8][C:7]1[C:6]2[C:2](=[N:3][N:4]([CH3:10])[CH:5]=2)[N:1]=[C:16]([C:11]([O:12][CH2:13][CH3:14])=[O:15])[N:9]=1. The yield is 0.360.